Task: Predict the reactants needed to synthesize the given product.. Dataset: Full USPTO retrosynthesis dataset with 1.9M reactions from patents (1976-2016) The reactants are: [F:1][C:2]([F:16])([F:15])[C:3]1[CH:8]=[C:7]([C:9]([F:12])([F:11])[F:10])[CH:6]=[C:5]([NH2:13])[C:4]=1[NH2:14].[Si:17]([O:24][CH2:25][C:26](O)=[O:27])([C:20](C)([CH3:22])[CH3:21])([CH3:19])[CH3:18].CN(C(ON1N=NC2C=CC=NC1=2)=[N+](C)C)C.F[P-](F)(F)(F)(F)F. Given the product [NH2:14][C:4]1[C:3]([C:2]([F:15])([F:16])[F:1])=[CH:8][C:7]([C:9]([F:12])([F:11])[F:10])=[CH:6][C:5]=1[NH:13][C:26](=[O:27])[CH2:25][O:24][Si:17]([CH:20]([CH3:22])[CH3:21])([CH3:19])[CH3:18], predict the reactants needed to synthesize it.